Dataset: Forward reaction prediction with 1.9M reactions from USPTO patents (1976-2016). Task: Predict the product of the given reaction. (1) Given the reactants [Cl:1][C:2]1[N:7]=[CH:6][C:5]([C:8](O)([CH3:10])[CH3:9])=[CH:4][CH:3]=1.[OH:12]S(O)(=O)=O.[CH3:17][C:18]#[N:19], predict the reaction product. The product is: [Cl:1][C:2]1[N:7]=[CH:6][C:5]([C:8]([NH:19][C:18](=[O:12])[CH3:17])([CH3:10])[CH3:9])=[CH:4][CH:3]=1. (2) Given the reactants [C:1]([N:4]1[CH2:9][CH2:8][CH:7]([N:10]2[C:23](=[O:24])[C@H:22]([NH:25]C(=O)OCC3C=CC=CC=3)[CH2:21][C:20]3[CH:19]=[CH:18][C:17]4[NH:16][N:15]=[CH:14][C:13]=4[C:12]=3[CH2:11]2)[CH2:6][CH2:5]1)(=[O:3])[CH3:2].C1(OC)C=CC=CC=1.[CH3:44][S:45]([OH:48])(=[O:47])=[O:46], predict the reaction product. The product is: [CH3:44][S:45]([OH:48])(=[O:47])=[O:46].[C:1]([N:4]1[CH2:9][CH2:8][CH:7]([N:10]2[C:23](=[O:24])[C@H:22]([NH2:25])[CH2:21][C:20]3[CH:19]=[CH:18][C:17]4[NH:16][N:15]=[CH:14][C:13]=4[C:12]=3[CH2:11]2)[CH2:6][CH2:5]1)(=[O:3])[CH3:2]. (3) Given the reactants [ClH:1].[CH3:2][O:3][CH2:4][CH2:5][O:6][CH2:7][CH2:8][O:9][CH2:10][CH2:11][NH:12][C:13]([C:15]1[CH:16]=[C:17]([C:21]2[C:26]([CH3:27])=[CH:25][CH:24]=[C:23]([CH2:28][C@H:29]([NH:44][C:45]([C@H:47]3[CH2:52][CH2:51][C@H:50]([CH2:53][NH:54]C(=O)OC(C)(C)C)[CH2:49][CH2:48]3)=[O:46])[C:30](=[O:43])[NH:31][C:32]3[CH:37]=[CH:36][C:35]([C:38]4[NH:42][N:41]=[N:40][N:39]=4)=[CH:34][CH:33]=3)[CH:22]=2)[CH:18]=[CH:19][CH:20]=1)=[O:14].C(#N)C, predict the reaction product. The product is: [ClH:1].[NH2:54][CH2:53][C@H:50]1[CH2:51][CH2:52][C@H:47]([C:45]([NH:44][C@H:29]([C:30](=[O:43])[NH:31][C:32]2[CH:37]=[CH:36][C:35]([C:38]3[NH:42][N:41]=[N:40][N:39]=3)=[CH:34][CH:33]=2)[CH2:28][C:23]2[CH:24]=[CH:25][C:26]([CH3:27])=[C:21]([C:17]3[CH:18]=[CH:19][CH:20]=[C:15]([C:13]([NH:12][CH2:11][CH2:10][O:9][CH2:8][CH2:7][O:6][CH2:5][CH2:4][O:3][CH3:2])=[O:14])[CH:16]=3)[CH:22]=2)=[O:46])[CH2:48][CH2:49]1.